This data is from Full USPTO retrosynthesis dataset with 1.9M reactions from patents (1976-2016). The task is: Predict the reactants needed to synthesize the given product. (1) The reactants are: [C:1]([O:5][C:6]([N:8]1[C@H:13]([C:14](=[O:25])[NH:15][CH2:16][C:17]2[CH:22]=[CH:21][CH:20]=[C:19]([Cl:23])[C:18]=2[F:24])[CH2:12][C@@:11]2([CH2:26][OH:27])[C@@H:9]1[CH2:10]2)=[O:7])([CH3:4])([CH3:3])[CH3:2].[CH2:28](OC([C@@H]1C[C@@]2(COC)[C@H](C2)N1C(OC(C)(C)C)=O)=O)C.[OH-].[Na+].O[Li].O. Given the product [C:1]([O:5][C:6]([N:8]1[C@H:13]([C:14](=[O:25])[NH:15][CH2:16][C:17]2[CH:22]=[CH:21][CH:20]=[C:19]([Cl:23])[C:18]=2[F:24])[CH2:12][C@@:11]2([CH2:26][O:27][CH3:28])[C@@H:9]1[CH2:10]2)=[O:7])([CH3:4])([CH3:3])[CH3:2], predict the reactants needed to synthesize it. (2) Given the product [F:19][C:2]([F:1])([F:18])[C:3]1[CH:4]=[CH:5][C:6](/[CH:9]=[C:27]2/[CH:28]([NH:32][C:33](=[O:39])[O:34][C:35]([CH3:37])([CH3:36])[CH3:38])[CH2:29][CH2:30][CH2:31]/2)=[N:7][CH:8]=1, predict the reactants needed to synthesize it. The reactants are: [F:1][C:2]([F:19])([F:18])[C:3]1[CH:4]=[CH:5][C:6]([CH2:9]P(=O)(OCC)OCC)=[N:7][CH:8]=1.CC(C)([O-])C.[K+].O=[C:27]1[CH2:31][CH2:30][CH2:29][CH:28]1[NH:32][C:33](=[O:39])[O:34][C:35]([CH3:38])([CH3:37])[CH3:36]. (3) Given the product [F:1][C:2]1[CH:3]=[C:4]([CH:22]=[CH:23][CH:24]=1)[CH2:5][N:6]([CH2:8][C@@:9]1([C:13]([NH2:25])=[O:12])[CH2:21][CH2:20][CH2:19][NH:10]1)[CH3:7], predict the reactants needed to synthesize it. The reactants are: [F:1][C:2]1[CH:3]=[C:4]([CH:22]=[CH:23][CH:24]=1)[CH2:5][N:6]([CH2:8][C@@:9]12[CH2:21][CH2:20][CH2:19][N:10]1[C@@H](C(Cl)(Cl)Cl)[O:12][C:13]2=O)[CH3:7].[NH3:25].CO. (4) Given the product [C:23]([NH:15][C:14]1[C:13]2[C:8](=[CH:9][CH:10]=[C:11]([O:26][C:41]3[CH:42]=[CH:43][C:38]([Cl:37])=[C:39]([O:47][C:48]([F:50])([F:51])[F:49])[CH:40]=3)[CH:12]=2)[N:7]([C:27]2[CH:28]=[CH:29][C:30]([O:33][CH:34]([CH3:35])[CH3:36])=[CH:31][CH:32]=2)[C:6]=1[C:4]([OH:3])=[O:5])(=[O:25])[CH3:24], predict the reactants needed to synthesize it. The reactants are: C([O:3][C:4]([C:6]1[N:7]([C:27]2[CH:32]=[CH:31][C:30]([O:33][CH:34]([CH3:36])[CH3:35])=[CH:29][CH:28]=2)[C:8]2[C:13]([C:14]=1[N:15]([C:23](=[O:25])[CH3:24])C(OC(C)(C)C)=O)=[CH:12][C:11]([OH:26])=[CH:10][CH:9]=2)=[O:5])C.[Cl:37][C:38]1[CH:43]=[CH:42][C:41](B(O)O)=[CH:40][C:39]=1[O:47][C:48]([F:51])([F:50])[F:49]. (5) Given the product [CH3:1][O:2][C:3]1[CH:4]=[N:5][C:6]([C:9]2[CH:10]=[C:11]([CH:12]([C:13]3[C:18](=[O:19])[CH:17]=[CH:16][N:15]([C:20]4[CH:21]=[N:22][N:23]([CH3:25])[CH:24]=4)[N:14]=3)[CH3:30])[CH:26]=[CH:27][CH:28]=2)=[N:7][CH:8]=1, predict the reactants needed to synthesize it. The reactants are: [CH3:1][O:2][C:3]1[CH:4]=[N:5][C:6]([C:9]2[CH:10]=[C:11]([CH:26]=[CH:27][CH:28]=2)[CH2:12][C:13]2[C:18](=[O:19])[CH:17]=[CH:16][N:15]([C:20]3[CH:21]=[N:22][N:23]([CH3:25])[CH:24]=3)[N:14]=2)=[N:7][CH:8]=1.I[CH3:30].[H-].[Na+].[NH4+].[Cl-]. (6) Given the product [CH3:25][C:22]1([CH3:26])[CH2:23][C:24]2[N:16]([C:14]3[CH:13]=[CH:12][C:9]([C:10]#[N:11])=[C:8]([NH:34][C:33]4[CH:35]=[C:36]([O:40][CH3:41])[C:37]([O:38][CH3:39])=[C:31]([O:30][CH3:29])[CH:32]=4)[CH:15]=3)[N:17]=[C:18]([CH3:28])[C:19]=2[C:20](=[O:27])[CH2:21]1, predict the reactants needed to synthesize it. The reactants are: CC(C)([O-])C.[Na+].Br[C:8]1[CH:15]=[C:14]([N:16]2[C:24]3[CH2:23][C:22]([CH3:26])([CH3:25])[CH2:21][C:20](=[O:27])[C:19]=3[C:18]([CH3:28])=[N:17]2)[CH:13]=[CH:12][C:9]=1[C:10]#[N:11].[CH3:29][O:30][C:31]1[CH:32]=[C:33]([CH:35]=[C:36]([O:40][CH3:41])[C:37]=1[O:38][CH3:39])[NH2:34].